This data is from Peptide-MHC class I binding affinity with 185,985 pairs from IEDB/IMGT. The task is: Regression. Given a peptide amino acid sequence and an MHC pseudo amino acid sequence, predict their binding affinity value. This is MHC class I binding data. (1) The peptide sequence is PTNDHIPVVY. The MHC is HLA-A31:01 with pseudo-sequence HLA-A31:01. The binding affinity (normalized) is 0.0392. (2) The peptide sequence is EDLVNLLPAI. The MHC is Patr-B2401 with pseudo-sequence Patr-B2401. The binding affinity (normalized) is 0. (3) The binding affinity (normalized) is 0.0847. The MHC is HLA-B40:01 with pseudo-sequence HLA-B40:01. The peptide sequence is SWKQSKMWR. (4) The peptide sequence is EILRNYLRLY. The MHC is HLA-A68:01 with pseudo-sequence HLA-A68:01. The binding affinity (normalized) is 0.423.